Dataset: Full USPTO retrosynthesis dataset with 1.9M reactions from patents (1976-2016). Task: Predict the reactants needed to synthesize the given product. (1) Given the product [NH2:1][C:2]1[N:7]([CH2:8][CH2:9][CH2:10][CH2:11][CH3:12])[C:6](=[S:13])[NH:5][C:4](=[O:14])[C:3]=1[N:15]=[O:16], predict the reactants needed to synthesize it. The reactants are: [NH2:1][C:2]1[N:7]([CH2:8][CH2:9][CH2:10][CH2:11][CH3:12])[C:6](=[S:13])[NH:5][C:4](=[O:14])[CH:3]=1.[N:15]([O-])=[O:16].[Na+].O. (2) Given the product [CH3:28][O:29][C:30]1[C:31]([O:50][CH3:51])=[CH:32][C:33]2[CH2:34][CH:35]3[CH:49]([C:10](=[O:12])[CH2:9][NH:8][C:6]([O:5][C:1]([CH3:2])([CH3:3])[CH3:4])=[O:7])[NH:48][CH2:47][CH2:46][N:36]3[CH:37]([C:40]3[CH:45]=[CH:44][CH:43]=[CH:42][CH:41]=3)[C:38]=2[CH:39]=1, predict the reactants needed to synthesize it. The reactants are: [C:1]([O:5][C:6]([NH:8][CH2:9][C:10]([OH:12])=O)=[O:7])([CH3:4])([CH3:3])[CH3:2].C(N(CC)CC)C.ClC(OCC(C)C)=O.[CH3:28][O:29][C:30]1[C:31]([O:50][CH3:51])=[CH:32][C:33]2[CH2:34][CH:35]3[CH2:49][NH:48][CH2:47][CH2:46][N:36]3[CH:37]([C:40]3[CH:45]=[CH:44][CH:43]=[CH:42][CH:41]=3)[C:38]=2[CH:39]=1. (3) Given the product [C:29]([C:31]1([C:37]2[CH:42]=[CH:41][CH:40]=[CH:39][CH:38]=2)[CH2:32][CH2:33][N:34]([C:24]([C:20]2[N:21]([CH3:23])[CH:22]=[C:18]([NH:17][C:15]([C:10]3[C:9]([C:6]4[CH:7]=[CH:8][C:3]([C:2]([F:1])([F:28])[F:27])=[CH:4][CH:5]=4)=[CH:14][CH:13]=[CH:12][CH:11]=3)=[O:16])[CH:19]=2)=[O:25])[CH2:35][CH2:36]1)#[N:30], predict the reactants needed to synthesize it. The reactants are: [F:1][C:2]([F:28])([F:27])[C:3]1[CH:8]=[CH:7][C:6]([C:9]2[C:10]([C:15]([NH:17][C:18]3[CH:19]=[C:20]([C:24](O)=[O:25])[N:21]([CH3:23])[CH:22]=3)=[O:16])=[CH:11][CH:12]=[CH:13][CH:14]=2)=[CH:5][CH:4]=1.[C:29]([C:31]1([C:37]2[CH:42]=[CH:41][CH:40]=[CH:39][CH:38]=2)[CH2:36][CH2:35][NH:34][CH2:33][CH2:32]1)#[N:30].CN(C(ON1N=NC2C=CC=CC1=2)=[N+](C)C)C.[B-](F)(F)(F)F.C(N(CC)CC)C. (4) Given the product [CH3:15][C:12]1([CH3:14])[CH2:13][NH:8][CH:9]([CH:16]([OH:18])[CH3:17])[CH2:10][O:11]1, predict the reactants needed to synthesize it. The reactants are: C([N:8]1[CH2:13][C:12]([CH3:15])([CH3:14])[O:11][CH2:10][CH:9]1[CH:16]([OH:18])[CH3:17])C1C=CC=CC=1. (5) Given the product [NH2:23][C:22]1[C:17]2[CH:16]=[CH:15][N:14]([C@@H:12]3[O:11][C@H:10]([CH2:25][OH:26])[C@@H:9]([OH:8])[CH2:13]3)[C:18]=2[N:19]=[C:20]([F:24])[N:21]=1, predict the reactants needed to synthesize it. The reactants are: CC1C=CC(C([O:8][C@H:9]2[CH2:13][C@H:12]([N:14]3[C:18]4[N:19]=[C:20]([F:24])[N:21]=[C:22]([NH2:23])[C:17]=4[CH:16]=[CH:15]3)[O:11][C@@H:10]2[CH2:25][O:26]C(=O)C2C=CC(C)=CC=2)=O)=CC=1.CC(O)=O.